Task: Predict the reaction yield, written as a fraction of the theoretical maximum amount of product (1.0 means a 100% yield; for example, 0.34 means a 34% yield).. Dataset: Reaction yield outcomes from USPTO patents with 853,638 reactions (1) The reactants are [OH:1][C:2]1[CH:3]=[C:4]([CH:7]=[CH:8][CH:9]=1)[CH:5]=[O:6].C(=O)([O-])[O-].[K+].[K+].[CH2:16](Br)[C:17]1[CH:22]=[CH:21][CH:20]=[CH:19][CH:18]=1. The catalyst is CN(C)C=O. The product is [CH2:16]([O:1][C:2]1[CH:3]=[C:4]([CH:7]=[CH:8][CH:9]=1)[CH:5]=[O:6])[C:17]1[CH:22]=[CH:21][CH:20]=[CH:19][CH:18]=1. The yield is 0.990. (2) The reactants are [NH2:1][C:2]1[CH:7]=[CH:6][CH:5]=[CH:4][C:3]=1[NH:8][C:9]([C@@H:11]1[CH2:15][CH2:14][CH2:13][N:12]1[C:16]1[N:21]=[CH:20][C:19]([C:22]([O:24][CH2:25][CH3:26])=[O:23])=[CH:18][N:17]=1)=O. The catalyst is CC(O)=O. The product is [NH:8]1[C:3]2[CH:4]=[CH:5][CH:6]=[CH:7][C:2]=2[N:1]=[C:9]1[C@@H:11]1[CH2:15][CH2:14][CH2:13][N:12]1[C:16]1[N:21]=[CH:20][C:19]([C:22]([O:24][CH2:25][CH3:26])=[O:23])=[CH:18][N:17]=1. The yield is 0.650. (3) The reactants are C([O:5][C:6](=[O:19])/[CH:7]=[CH:8]/[C:9]1[CH:10]=[C:11]2[O:17][C:16](=[O:18])[NH:15][C:12]2=[N:13][CH:14]=1)(C)(C)C.[Cl:20]CCl. The catalyst is FC(F)(F)C(O)=O. The product is [ClH:20].[O:18]=[C:16]1[NH:15][C:12]2=[N:13][CH:14]=[C:9](/[CH:8]=[CH:7]/[C:6]([OH:19])=[O:5])[CH:10]=[C:11]2[O:17]1. The yield is 0.770. (4) The reactants are [Cl:1][C:2]1(N)[CH:7]=[CH:6][C:5]([N:8]([C:12]2[CH:17]=[CH:16][CH:15]=[CH:14][C:13]=2[C:18]([F:21])([F:20])[F:19])[C:9](=[O:11])[NH2:10])=[CH:4][CH2:3]1.[C:23]([O:34][CH3:35])(=[O:33])[C:24]1[CH:32]=[CH:31][CH:30]=[C:26](C([O-])=O)[CH:25]=1.C1C=CC2N([OH:45])N=NC=2C=1.O.CN1CCOCC1.CCN=C=NCCCN(C)C.Cl.C[N:67]([CH:69]=[O:70])C. The catalyst is CCOC(C)=O. The product is [Cl:1][C:2]1([C:31]2[CH:30]=[CH:26][CH:25]=[C:24]([C:23]([O:34][CH3:35])=[O:33])[CH:32]=2)[CH:7]=[CH:6][C:5]([N:8]([C:12]2[CH:17]=[CH:16][CH:15]=[CH:14][C:13]=2[C:18]([F:21])([F:20])[F:19])[C:9](=[O:11])[NH2:10])=[C:4]([NH:67][C:69]([OH:70])=[O:45])[CH2:3]1. The yield is 0.430. (5) The reactants are [CH3:1][O:2][C:3]1[CH:11]=[CH:10][CH:9]=[CH:8][C:4]=1[C:5]([OH:7])=O.[F:12][C:13]1[CH:18]=[CH:17][C:16]([NH:19][C:20]([C:22]2[C:26]([NH2:27])=[CH:25][NH:24][N:23]=2)=[O:21])=[CH:15][CH:14]=1.C(Cl)CCl.C1C=CC2N(O)N=NC=2C=1. The catalyst is CN(C=O)C. The product is [F:12][C:13]1[CH:14]=[CH:15][C:16]([NH:19][C:20]([C:22]2[C:26]([NH:27][C:5](=[O:7])[C:4]3[CH:8]=[CH:9][CH:10]=[CH:11][C:3]=3[O:2][CH3:1])=[CH:25][NH:24][N:23]=2)=[O:21])=[CH:17][CH:18]=1. The yield is 0.150. (6) The reactants are [CH:1]1(P([CH:1]2[CH2:6][CH2:5][CH2:4][CH2:3][CH2:2]2)C2C=CC=CC=2C2C(OC)=CC=CC=2OC)[CH2:6][CH2:5][CH2:4][CH2:3][CH2:2]1.Cl[C:31]1[CH:36]=[CH:35][C:34]([C:37]2[CH:38]=[CH:39][C:40]3[O:44][C:43]([C:45]4[CH:50]=[CH:49][C:48]([F:51])=[CH:47][CH:46]=4)=[C:42]([C:52]([NH:54][CH3:55])=[O:53])[C:41]=3[CH:56]=2)=[CH:33][C:32]=1[C:57](=[O:68])[NH:58][C:59](C1C=CC=CC=1)([CH3:61])[CH3:60].[O-]P([O-])([O-])=O.[K+].[K+].[K+].[C:77]1(B(O)O)[CH:82]=[CH:81][CH:80]=[CH:79][CH:78]=1. The catalyst is C([O-])(=O)C.[Pd+2].C([O-])(=O)C.O.O1CCOCC1. The product is [F:51][C:48]1[CH:49]=[CH:50][C:45]([C:43]2[O:44][C:40]3[CH:39]=[CH:38][C:37]([C:34]4[CH:35]=[CH:36][C:31]([C:1]5[CH:6]=[CH:5][CH:4]=[CH:3][CH:2]=5)=[C:32]([C:57](=[O:68])[NH:58][C:59]([C:77]5[CH:82]=[CH:81][CH:80]=[CH:79][CH:78]=5)([CH3:60])[CH3:61])[CH:33]=4)=[CH:56][C:41]=3[C:42]=2[C:52]([NH:54][CH3:55])=[O:53])=[CH:46][CH:47]=1. The yield is 0.730. (7) The reactants are [CH3:1][O:2][C:3]1[CH:4]=[C:5]2[C:10](=[CH:11][C:12]=1[O:13][CH3:14])[N:9]=[CH:8][N:7]=[C:6]2[O:15][C:16]1[CH:17]=[C:18]([CH:20]=[CH:21][CH:22]=1)[NH2:19].[CH:23]([C:26]1[O:30][N:29]=[C:28]([NH:31][C:32](=O)[O:33]C2C=CC=CC=2)[CH:27]=1)([CH3:25])[CH3:24]. No catalyst specified. The product is [CH3:1][O:2][C:3]1[CH:4]=[C:5]2[C:10](=[CH:11][C:12]=1[O:13][CH3:14])[N:9]=[CH:8][N:7]=[C:6]2[O:15][C:16]1[CH:17]=[C:18]([NH:19][C:32]([NH:31][C:28]2[CH:27]=[C:26]([CH:23]([CH3:25])[CH3:24])[O:30][N:29]=2)=[O:33])[CH:20]=[CH:21][CH:22]=1. The yield is 0.590. (8) The reactants are F[C:2]1[CH:3]=[C:4]2[C:9](=[CH:10][CH:11]=1)[O:8][C:7]([C:12]1[CH:17]=[CH:16][CH:15]=[CH:14][CH:13]=1)=[C:6]([I:18])[C:5]2=[O:19].[CH3:20][N:21]([CH3:46])[S:22]([N:25]1C2C(=CC=C(C(=O)C#CC3C=CC=CC=3)C=2OC)[CH:27]=[N:26]1)(=[O:24])=[O:23]. No catalyst specified. The product is [CH3:20][N:21]([CH3:46])[S:22]([N:25]1[C:10]2=[C:9]3[C:4](=[CH:3][CH:2]=[C:11]2[CH:27]=[N:26]1)[C:5](=[O:19])[C:6]([I:18])=[C:7]([C:12]1[CH:17]=[CH:16][CH:15]=[CH:14][CH:13]=1)[O:8]3)(=[O:24])=[O:23]. The yield is 0.820. (9) The reactants are [CH:1]1([C:4]2[C:5]([N:24]([C:29]3[CH:34]=[CH:33][CH:32]=[C:31]([B:35]4[O:39]C(C)(C)C(C)(C)[O:36]4)[CH:30]=3)[S:25]([CH3:28])(=[O:27])=[O:26])=[CH:6][C:7]3[O:11][C:10]([C:12]4[CH:17]=[CH:16][C:15]([F:18])=[CH:14][CH:13]=4)=[C:9]([C:19]([NH:21][CH3:22])=[O:20])[C:8]=3[CH:23]=2)[CH2:3][CH2:2]1.C1(B(O)O)C=CC=CC=1.Cl. The catalyst is O1CCCC1. The product is [CH:1]1([C:4]2[C:5]([N:24]([C:29]3[CH:30]=[C:31]([B:35]([OH:36])[OH:39])[CH:32]=[CH:33][CH:34]=3)[S:25]([CH3:28])(=[O:27])=[O:26])=[CH:6][C:7]3[O:11][C:10]([C:12]4[CH:17]=[CH:16][C:15]([F:18])=[CH:14][CH:13]=4)=[C:9]([C:19](=[O:20])[NH:21][CH3:22])[C:8]=3[CH:23]=2)[CH2:3][CH2:2]1. The yield is 0.170. (10) The reactants are C([NH:4][C:5]1[CH:10]=[CH:9][C:8]([CH:11]([O:15][CH2:16][CH3:17])[C:12]([OH:14])=[O:13])=[CH:7][CH:6]=1)(=O)C. The catalyst is O.NN. The product is [CH2:16]([O:15][CH:11]([C:8]1[CH:7]=[CH:6][C:5]([NH2:4])=[CH:10][CH:9]=1)[C:12]([OH:14])=[O:13])[CH3:17]. The yield is 0.370.